From a dataset of Forward reaction prediction with 1.9M reactions from USPTO patents (1976-2016). Predict the product of the given reaction. (1) Given the reactants O.[OH-].[Li+].[CH:4]1([C:8]2[C:13]([C:14]([O:16]C)=[O:15])=[CH:12][N:11]=[C:10]([S:18][CH3:19])[N:9]=2)[CH2:7][CH2:6][CH2:5]1, predict the reaction product. The product is: [CH:4]1([C:8]2[C:13]([C:14]([OH:16])=[O:15])=[CH:12][N:11]=[C:10]([S:18][CH3:19])[N:9]=2)[CH2:5][CH2:6][CH2:7]1. (2) Given the reactants [F:1][CH:2]([F:17])[C:3]1[CH:8]=[CH:7][CH:6]=[CH:5][C:4]=1[C:9]1[CH:14]=[CH:13][C:12]([C:15]#[N:16])=[CH:11][CH:10]=1, predict the reaction product. The product is: [F:1][CH:2]([F:17])[C:3]1[CH:8]=[CH:7][CH:6]=[CH:5][C:4]=1[C:9]1[CH:14]=[CH:13][C:12]([CH2:15][NH2:16])=[CH:11][CH:10]=1. (3) Given the reactants [CH3:1][O:2][C:3](=[O:20])[C:4]1[CH:9]=[C:8]([OH:10])[CH:7]=[C:6](/[CH:11]=[CH:12]/[C:13]2[CH:18]=[CH:17][C:16]([F:19])=[CH:15][CH:14]=2)[CH:5]=1.[C:21]1(P([C:21]2[CH:26]=CC=[CH:23][CH:22]=2)[C:21]2[CH:26]=CC=[CH:23][CH:22]=2)[CH:26]=CC=[CH:23][CH:22]=1.C[CH:41]([O:43]C(/N=N/C(OC(C)C)=O)=O)C, predict the reaction product. The product is: [CH3:1][O:2][C:3](=[O:20])[C:4]1[CH:9]=[C:8]([O:10][CH:21]([CH2:26][O:43][CH3:41])[CH2:22][CH3:23])[CH:7]=[C:6](/[CH:11]=[CH:12]/[C:13]2[CH:18]=[CH:17][C:16]([F:19])=[CH:15][CH:14]=2)[CH:5]=1. (4) Given the reactants N(C([C:6]1[N:7]=[C:8]2[CH:13]=[CH:12][C:11]([Cl:14])=[N:10][N:9]2[CH:15]=1)=O)=[N+]=[N-].C[N:17](C=O)C, predict the reaction product. The product is: [Cl:14][C:11]1[CH:12]=[CH:13][C:8]2[N:9]([CH:15]=[C:6]([NH2:17])[N:7]=2)[N:10]=1. (5) Given the reactants [NH2:1][C:2]1[CH:10]=[CH:9][C:8]([Br:11])=[CH:7][C:3]=1[C:4]([OH:6])=O.[CH:12](OCC)(OCC)OCC.C(O)(=O)C.[NH2:26][C:27]1[CH:32]=[CH:31][CH:30]=[CH:29][CH:28]=1, predict the reaction product. The product is: [Br:11][C:8]1[CH:7]=[C:3]2[C:2](=[CH:10][CH:9]=1)[N:1]=[CH:12][N:26]([C:27]1[CH:32]=[CH:31][CH:30]=[CH:29][CH:28]=1)[C:4]2=[O:6].